Dataset: Full USPTO retrosynthesis dataset with 1.9M reactions from patents (1976-2016). Task: Predict the reactants needed to synthesize the given product. (1) Given the product [N+:1]([C:4]1[CH:9]=[CH:8][C:7]([N:10]2[CH2:11][CH2:12][CH:13]([N:16]3[CH2:17][CH2:18][NH:19][CH2:20][CH2:21]3)[CH2:14][CH2:15]2)=[CH:6][C:5]=1[O:29][CH2:30][C:31]([F:34])([F:33])[F:32])([O-:3])=[O:2], predict the reactants needed to synthesize it. The reactants are: [N+:1]([C:4]1[CH:9]=[CH:8][C:7]([N:10]2[CH2:15][CH2:14][CH:13]([N:16]3[CH2:21][CH2:20][N:19](C(OC(C)(C)C)=O)[CH2:18][CH2:17]3)[CH2:12][CH2:11]2)=[CH:6][C:5]=1[O:29][CH2:30][C:31]([F:34])([F:33])[F:32])([O-:3])=[O:2].C(O)(C(F)(F)F)=O. (2) Given the product [CH3:1][O:2][C:3](=[O:29])/[CH:4]=[CH:5]/[C:6]1[CH:7]=[C:8]2[C:25](=[CH:26][CH:27]=1)[O:24][C:11]1([CH2:16][CH2:15][N:14]([CH2:17][CH2:32][C:33]3[CH:38]=[CH:37][C:36]([N+:39]([O-:41])=[O:40])=[CH:35][CH:34]=3)[CH2:13][CH2:12]1)[CH2:10][C:9]2=[O:28], predict the reactants needed to synthesize it. The reactants are: [CH3:1][O:2][C:3](=[O:29])/[CH:4]=[CH:5]/[C:6]1[CH:7]=[C:8]2[C:25](=[CH:26][CH:27]=1)[O:24][C:11]1([CH2:16][CH2:15][N:14]([C:17](OC(C)(C)C)=O)[CH2:13][CH2:12]1)[CH2:10][C:9]2=[O:28].BrC[CH2:32][C:33]1[CH:38]=[CH:37][C:36]([N+:39]([O-:41])=[O:40])=[CH:35][CH:34]=1. (3) Given the product [Cl:26][C:23]1[CH:22]=[CH:21][C:20]([CH:13]([C:14]2[CH:19]=[CH:18][CH:17]=[CH:16][CH:15]=2)[O:12][C:5]2[CH:4]=[CH:3][C:2]([NH:1][C:38]([NH:37][C:31]3[CH:32]=[CH:33][C:34]([O:35][CH3:36])=[C:29]([O:28][CH3:27])[CH:30]=3)=[O:39])=[CH:11][C:6]=2[C:7]([O:9][CH3:10])=[O:8])=[CH:25][CH:24]=1, predict the reactants needed to synthesize it. The reactants are: [NH2:1][C:2]1[CH:3]=[CH:4][C:5]([O:12][CH:13]([C:20]2[CH:25]=[CH:24][C:23]([Cl:26])=[CH:22][CH:21]=2)[C:14]2[CH:19]=[CH:18][CH:17]=[CH:16][CH:15]=2)=[C:6]([CH:11]=1)[C:7]([O:9][CH3:10])=[O:8].[CH3:27][O:28][C:29]1[CH:30]=[C:31]([N:37]=[C:38]=[O:39])[CH:32]=[CH:33][C:34]=1[O:35][CH3:36].